Regression. Given two drug SMILES strings and cell line genomic features, predict the synergy score measuring deviation from expected non-interaction effect. From a dataset of NCI-60 drug combinations with 297,098 pairs across 59 cell lines. Drug 2: CN(CCCl)CCCl.Cl. Drug 1: CC(C)(C#N)C1=CC(=CC(=C1)CN2C=NC=N2)C(C)(C)C#N. Cell line: ACHN. Synergy scores: CSS=26.7, Synergy_ZIP=0.0798, Synergy_Bliss=1.01, Synergy_Loewe=-0.567, Synergy_HSA=0.760.